This data is from Forward reaction prediction with 1.9M reactions from USPTO patents (1976-2016). The task is: Predict the product of the given reaction. (1) Given the reactants [NH2:1][C:2]1[CH:9]=[CH:8][C:5]([C:6]#[N:7])=[CH:4][CH:3]=1.C(OCl)(C)(C)C.C([O:18][C:19](=O)[CH2:20][S:21][CH3:22])C.C(N(CC)CC)C, predict the reaction product. The product is: [CH3:22][S:21][CH:20]1[C:9]2[C:2](=[CH:3][CH:4]=[C:5]([C:6]#[N:7])[CH:8]=2)[NH:1][C:19]1=[O:18]. (2) Given the reactants [NH2:1][C:2](=[O:29])[C@@H:3]([NH:12][C:13]([C:15]1([NH:21][C:22](=[O:28])[O:23][C:24]([CH3:27])([CH3:26])[CH3:25])[CH2:20][CH2:19][O:18][CH2:17][CH2:16]1)=[O:14])[CH2:4][C:5]1[CH:10]=[CH:9][C:8](I)=[CH:7][CH:6]=1.[F:30][C:31]1[CH:32]=[C:33](B(O)O)[CH:34]=[CH:35][C:36]=1[F:37].C(=O)([O-])[O-].[Na+].[Na+], predict the reaction product. The product is: [NH2:1][C:2](=[O:29])[C@@H:3]([NH:12][C:13]([C:15]1([NH:21][C:22](=[O:28])[O:23][C:24]([CH3:27])([CH3:26])[CH3:25])[CH2:20][CH2:19][O:18][CH2:17][CH2:16]1)=[O:14])[CH2:4][C:5]1[CH:10]=[CH:9][C:8]([C:34]2[CH:33]=[CH:32][C:31]([F:30])=[C:36]([F:37])[CH:35]=2)=[CH:7][CH:6]=1. (3) Given the reactants COC[O:4][CH2:5][C@@H:6]1[CH2:11][CH2:10][CH2:9][C@H:8]([CH2:12][O:13][CH2:14][C:15]([O:17][C:18]([CH3:21])([CH3:20])[CH3:19])=[O:16])[CH2:7]1.Cl.[Na+].[Cl-].O, predict the reaction product. The product is: [OH:4][CH2:5][C@@H:6]1[CH2:11][CH2:10][CH2:9][C@H:8]([CH2:12][O:13][CH2:14][C:15]([O:17][C:18]([CH3:21])([CH3:20])[CH3:19])=[O:16])[CH2:7]1.